From a dataset of Catalyst prediction with 721,799 reactions and 888 catalyst types from USPTO. Predict which catalyst facilitates the given reaction. Reactant: Cl.[CH2:2]([N:5]([CH:7]1[CH2:10][CH2:9][CH2:8]1)[NH2:6])[CH:3]=[CH2:4].[CH2:11]([O:13][C:14]([CH:16]1[CH2:20][CH2:19][CH2:18][C:17]1=O)=[O:15])[CH3:12].C([O-])(=O)C.[Na+].C([BH3-])#N.[Na+]. Product: [CH2:11]([O:13][C:14]([CH:16]1[CH2:20][CH2:19][CH2:18][CH:17]1[NH:6][N:5]([CH2:2][CH:3]=[CH2:4])[CH:7]1[CH2:10][CH2:9][CH2:8]1)=[O:15])[CH3:12]. The catalyst class is: 5.